This data is from Forward reaction prediction with 1.9M reactions from USPTO patents (1976-2016). The task is: Predict the product of the given reaction. (1) Given the reactants C([O:3][C:4]([C:6]1[C:7]([CH:22]2[CH2:24][CH2:23]2)=[N:8][C:9]([C:12]2[CH:17]=[CH:16][C:15]([C:18]([F:21])([F:20])[F:19])=[CH:14][CH:13]=2)=[N:10][CH:11]=1)=[O:5])C.[OH-].[Na+].Cl, predict the reaction product. The product is: [CH:22]1([C:7]2[C:6]([C:4]([OH:5])=[O:3])=[CH:11][N:10]=[C:9]([C:12]3[CH:17]=[CH:16][C:15]([C:18]([F:20])([F:21])[F:19])=[CH:14][CH:13]=3)[N:8]=2)[CH2:24][CH2:23]1. (2) Given the reactants [CH:1]1[CH:6]=[CH:5][C:4]([CH:7]([NH2:10])[CH2:8][OH:9])=[CH:3][CH:2]=1.C(N(CC)CC)C.Cl[CH2:19][C:20](Cl)=[O:21], predict the reaction product. The product is: [C:4]1([C@H:7]2[NH:10][C:20](=[O:21])[CH2:19][O:9][CH2:8]2)[CH:5]=[CH:6][CH:1]=[CH:2][CH:3]=1. (3) Given the reactants [CH3:1][O:2][C:3]([C:5]1[C:14]2[C:9](=[CH:10][C:11]([O:15][C:16]3[CH:21]=[C:20](Cl)[N:19]=[C:18]([CH3:23])[N:17]=3)=[CH:12][CH:13]=2)[CH:8]=[CH:7][CH:6]=1)=[O:4].N1C=CC=CC=1, predict the reaction product. The product is: [CH3:1][O:2][C:3]([C:5]1[C:14]2[C:9](=[CH:10][C:11]([O:15][C:16]3[CH:21]=[CH:20][N:19]=[C:18]([CH3:23])[N:17]=3)=[CH:12][CH:13]=2)[CH:8]=[CH:7][CH:6]=1)=[O:4]. (4) Given the reactants Br[CH2:2][C:3]1[CH:12]=[CH:11][C:10]2[C:5](=[CH:6][CH:7]=[CH:8][CH:9]=2)[CH:4]=1.CI.[CH3:15][N:16]([CH:18]=[O:19])C, predict the reaction product. The product is: [CH:4]1[C:5]2[C:10](=[CH:9][CH:8]=[CH:7][CH:6]=2)[CH:11]=[CH:12][C:3]=1[CH2:2][N:16]1[CH2:15][CH2:5][CH2:4][CH2:3][CH2:2][C:18]1=[O:19]. (5) Given the reactants N1CCC[C@H]1C(O)=O.C(=O)([O-])[O-].[K+].[K+].[CH3:15][O:16][C:17]1[C:21]([C:22]([O:24][CH2:25][CH3:26])=[O:23])=[CH:20][NH:19][N:18]=1.Br[C:28]1[CH:29]=[CH:30][C:31]([C:34]([F:37])([F:36])[F:35])=[N:32][CH:33]=1, predict the reaction product. The product is: [CH3:15][O:16][C:17]1[C:21]([C:22]([O:24][CH2:25][CH3:26])=[O:23])=[CH:20][N:19]([C:28]2[CH:33]=[N:32][C:31]([C:34]([F:37])([F:36])[F:35])=[CH:30][CH:29]=2)[N:18]=1. (6) Given the reactants CC1(C)[O:6][C@H:5]2[CH2:7][CH2:8][CH2:9][C@H:10]([N:11]3[CH2:20][CH2:19][C:18]4[C:13](=[CH:14][C:15]([NH:34][C:35]([C:37]5[N:38]=[C:39]([CH:42]6[CH2:44][CH2:43]6)[O:40][CH:41]=5)=[O:36])=[C:16]([N:21]5[CH2:26][CH2:25][N:24]([C:27]6[CH:32]=[CH:31][CH:30]=[CH:29][C:28]=6[CH3:33])[CH2:23][CH2:22]5)[CH:17]=4)[C:12]3=[O:45])[C@H:4]2[O:3]1.Cl, predict the reaction product. The product is: [OH:3][C@H:4]1[C@@H:5]([OH:6])[CH2:7][CH2:8][CH2:9][C@@H:10]1[N:11]1[CH2:20][CH2:19][C:18]2[C:13](=[CH:14][C:15]([NH:34][C:35]([C:37]3[N:38]=[C:39]([CH:42]4[CH2:43][CH2:44]4)[O:40][CH:41]=3)=[O:36])=[C:16]([N:21]3[CH2:22][CH2:23][N:24]([C:27]4[CH:32]=[CH:31][CH:30]=[CH:29][C:28]=4[CH3:33])[CH2:25][CH2:26]3)[CH:17]=2)[C:12]1=[O:45]. (7) Given the reactants [F:1][C:2]1[CH:3]=[C:4]([CH:33]=[CH:34][CH:35]=1)[O:5][C:6]1[CH:7]=[C:8]([NH:26][CH2:27][CH2:28][C:29]([F:32])([F:31])[F:30])[C:9]2[N:13]=[CH:12][N:11]([C:14]3[CH:23]=[CH:22][C:17]([C:18]([O:20]C)=[O:19])=[C:16]([CH3:24])[CH:15]=3)[C:10]=2[CH:25]=1.CO.[OH-].[Li+].Cl, predict the reaction product. The product is: [F:1][C:2]1[CH:3]=[C:4]([CH:33]=[CH:34][CH:35]=1)[O:5][C:6]1[CH:7]=[C:8]([NH:26][CH2:27][CH2:28][C:29]([F:31])([F:32])[F:30])[C:9]2[N:13]=[CH:12][N:11]([C:14]3[CH:23]=[CH:22][C:17]([C:18]([OH:20])=[O:19])=[C:16]([CH3:24])[CH:15]=3)[C:10]=2[CH:25]=1. (8) Given the reactants C[N:2](C)[CH:3]=[C:4]([N:13]1[CH2:18][CH2:17][N:16]([C:19]([O:21][C:22]([CH3:25])([CH3:24])[CH3:23])=[O:20])[CH2:15][CH2:14]1)[C:5](=O)[C:6]1[CH:11]=[CH:10][CH:9]=[CH:8][CH:7]=1.O.[NH2:28]N, predict the reaction product. The product is: [C:6]1([C:5]2[C:4]([N:13]3[CH2:18][CH2:17][N:16]([C:19]([O:21][C:22]([CH3:25])([CH3:24])[CH3:23])=[O:20])[CH2:15][CH2:14]3)=[CH:3][NH:2][N:28]=2)[CH:11]=[CH:10][CH:9]=[CH:8][CH:7]=1. (9) Given the reactants [C:1]([C:3]1[N:4]([C:13]([O:15][C:16]([CH3:19])([CH3:18])[CH3:17])=[O:14])[C:5]2[C:10]([CH:11]=1)=[CH:9][C:8]([CH3:12])=[CH:7][CH:6]=2)#[N:2].[Br:20]N1C(=O)CCC1=O, predict the reaction product. The product is: [C:1]([C:3]1[N:4]([C:13]([O:15][C:16]([CH3:19])([CH3:18])[CH3:17])=[O:14])[C:5]2[C:10]([CH:11]=1)=[CH:9][C:8]([CH2:12][Br:20])=[CH:7][CH:6]=2)#[N:2]. (10) Given the reactants Cl[C:2]1[N:3]=[C:4]([N:23]2[CH2:28][CH2:27][O:26][CH2:25][CH2:24]2)[C:5]2[S:10][C:9]([CH2:11][N:12]3[CH2:17][CH2:16][N:15]([C:18](=[O:21])[CH2:19][OH:20])[CH2:14][CH2:13]3)=[C:8]([CH3:22])[C:6]=2[N:7]=1.CC1(C)C(C)(C)OB([C:37]2[CH:38]=[N:39][C:40]([NH2:43])=[N:41][CH:42]=2)O1, predict the reaction product. The product is: [NH2:43][C:40]1[N:41]=[CH:42][C:37]([C:2]2[N:3]=[C:4]([N:23]3[CH2:28][CH2:27][O:26][CH2:25][CH2:24]3)[C:5]3[S:10][C:9]([CH2:11][N:12]4[CH2:17][CH2:16][N:15]([C:18](=[O:21])[CH2:19][OH:20])[CH2:14][CH2:13]4)=[C:8]([CH3:22])[C:6]=3[N:7]=2)=[CH:38][N:39]=1.